Dataset: Catalyst prediction with 721,799 reactions and 888 catalyst types from USPTO. Task: Predict which catalyst facilitates the given reaction. (1) The catalyst class is: 5. Product: [F:47][C:46]([F:49])([F:48])[C:44]([OH:50])=[O:45].[CH3:1][O:2][C:3]1[N:8]=[CH:7][C:6]([C:9]2[NH:10][C:11]([CH:14]3[CH2:19][CH2:18][N:17]([CH2:20][C:21]4[CH:22]=[CH:23][C:24]([C:27]5[C:36]([C:37]6[CH:38]=[CH:39][CH:40]=[CH:41][CH:42]=6)=[CH:35][C:34]6[C:33](=[O:43])[NH:32][CH:31]=[CH:30][C:29]=6[N:28]=5)=[CH:25][CH:26]=4)[CH2:16][CH2:15]3)=[N:12][N:13]=2)=[CH:5][CH:4]=1. Reactant: [CH3:1][O:2][C:3]1[N:8]=[CH:7][C:6]([C:9]2[NH:10][C:11]([CH:14]3[CH2:19][CH2:18][N:17]([CH2:20][C:21]4[CH:26]=[CH:25][C:24]([C:27]5[C:36]([C:37]6[CH:42]=[CH:41][CH:40]=[CH:39][CH:38]=6)=[CH:35][C:34]6[C:33](=[O:43])[NH:32][CH:31]=[CH:30][C:29]=6[N:28]=5)=[CH:23][CH:22]=4)[CH2:16][CH2:15]3)=[N:12][N:13]=2)=[CH:5][CH:4]=1.[C:44]([OH:50])([C:46]([F:49])([F:48])[F:47])=[O:45]. (2) Reactant: [CH2:1]([O:3][C:4]([CH:6]1[CH2:11][CH2:10][C:9](=[CH2:12])[CH2:8][CH2:7]1)=[O:5])[CH3:2].[Li+].CC([N-]C(C)C)C.[CH3:21][O:22][CH2:23][CH2:24]Br.C([O-])([O-])=O.[Na+].[Na+]. Product: [CH2:1]([O:3][C:4]([C:6]1([CH2:24][CH2:23][O:22][CH3:21])[CH2:11][CH2:10][C:9](=[CH2:12])[CH2:8][CH2:7]1)=[O:5])[CH3:2]. The catalyst class is: 20.